From a dataset of Forward reaction prediction with 1.9M reactions from USPTO patents (1976-2016). Predict the product of the given reaction. (1) Given the reactants [F:1][C:2]1[CH:3]=[CH:4][C:5]([SH:11])=[C:6]([CH:10]=1)[C:7]([OH:9])=[O:8].SC1C=CC=CC=1C(O)=O.Br[C:23]1[CH:31]=[C:30]([CH3:32])[CH:29]=[CH:28][C:24]=1[C:25]([OH:27])=[O:26], predict the reaction product. The product is: [C:7]([C:6]1[CH:10]=[C:2]([F:1])[CH:3]=[CH:4][C:5]=1[S:11][C:23]1[CH:31]=[C:30]([CH3:32])[CH:29]=[CH:28][C:24]=1[C:25]([OH:27])=[O:26])([OH:9])=[O:8]. (2) Given the reactants [CH3:1][C:2]1[S:6][C:5]([NH2:7])=[N:4][C:3]=1[C:8]1[CH:13]=[CH:12][CH:11]=[CH:10][CH:9]=1.[CH3:14][O:15][CH2:16][CH2:17][Br:18], predict the reaction product. The product is: [BrH:18].[CH3:14][O:15][CH2:16][CH2:17][N:4]1[C:3]([C:8]2[CH:9]=[CH:10][CH:11]=[CH:12][CH:13]=2)=[C:2]([CH3:1])[S:6][C:5]1=[NH:7]. (3) Given the reactants [OH:1][C:2]1[C:7]([C:8]2[S:9][CH:10]=[CH:11][CH:12]=2)=[N:6][N:5]([CH2:13][CH2:14][CH:15]([CH3:17])[CH3:16])[C:4](=[O:18])[C:3]=1[C:19]1[NH:24][C:23]2[CH:25]=[CH:26][C:27](I)=[CH:28][C:22]=2[S:21](=[O:31])(=[O:30])[N:20]=1.C(=O)([O-])[O-].[K+].[K+].CN(C)C=O.[CH3:43][S:44]([CH:47]=[CH2:48])(=[O:46])=[O:45], predict the reaction product. The product is: [OH:1][C:2]1[C:7]([C:8]2[S:9][CH:10]=[CH:11][CH:12]=2)=[N:6][N:5]([CH2:13][CH2:14][CH:15]([CH3:17])[CH3:16])[C:4](=[O:18])[C:3]=1[C:19]1[NH:24][C:23]2[CH:25]=[CH:26][C:27]([CH:48]=[CH:47][S:44]([CH3:43])(=[O:46])=[O:45])=[CH:28][C:22]=2[S:21](=[O:31])(=[O:30])[N:20]=1.